From a dataset of Full USPTO retrosynthesis dataset with 1.9M reactions from patents (1976-2016). Predict the reactants needed to synthesize the given product. (1) Given the product [NH2:22][C:20]1[N:21]=[C:3]([OH:2])[C:5]2[CH2:12][CH2:11][CH2:10][CH2:9][C:8]3[CH:13]=[CH:14][CH:15]=[CH:16][C:7]=3[C:6]=2[N:19]=1, predict the reactants needed to synthesize it. The reactants are: C[O:2][C:3]([CH:5]1[CH2:12][CH2:11][CH2:10][CH2:9][C:8]2[CH:13]=[CH:14][CH:15]=[CH:16][C:7]=2[C:6]1=O)=O.Cl.[NH2:19][C:20]([NH2:22])=[NH:21].C([O-])([O-])=O.[K+].[K+]. (2) Given the product [ClH:1].[OH:57][CH2:56][CH2:55][O:54][CH2:53][CH2:52][O:51][CH2:50][CH2:49][O:48][CH2:47][CH2:46][O:45][CH2:44][CH2:43][O:36][C:35](=[O:37])[C:34]1[CH:38]=[CH:39][C:31]([NH:30][C:28]([C@H:9]2[C@H:8]([C:4]3[CH:5]=[CH:6][CH:7]=[C:2]([Cl:1])[C:3]=3[F:42])[C@:12]([C:15]3[CH:20]=[CH:19][C:18]([Cl:21])=[CH:17][C:16]=3[F:22])([C:13]#[N:14])[C@H:11]([CH2:23][C:24]([CH3:26])([CH3:27])[CH3:25])[NH:10]2)=[O:29])=[C:32]([O:40][CH3:41])[CH:33]=1, predict the reactants needed to synthesize it. The reactants are: [Cl:1][C:2]1[C:3]([F:42])=[C:4]([C@@H:8]2[C@:12]([C:15]3[CH:20]=[CH:19][C:18]([Cl:21])=[CH:17][C:16]=3[F:22])([C:13]#[N:14])[C@H:11]([CH2:23][C:24]([CH3:27])([CH3:26])[CH3:25])[NH:10][C@H:9]2[C:28]([NH:30][C:31]2[CH:39]=[CH:38][C:34]([C:35]([OH:37])=[O:36])=[CH:33][C:32]=2[O:40][CH3:41])=[O:29])[CH:5]=[CH:6][CH:7]=1.[CH2:43](O)[CH2:44][O:45][CH2:46][CH2:47][O:48][CH2:49][CH2:50][O:51][CH2:52][CH2:53][O:54][CH2:55][CH2:56][OH:57]. (3) The reactants are: CS(O[CH2:6][C:7]1[C:16]([Cl:17])=[C:15]2[C:10]([C:11](=[O:32])[N:12]([CH2:19][C:20]3[CH:25]=[C:24]([Cl:26])[CH:23]=[CH:22][C:21]=3[S:27]([CH2:30][CH3:31])(=[O:29])=[O:28])[C:13](=[O:18])[NH:14]2)=[CH:9][C:8]=1[C:33]([F:36])([F:35])[F:34])(=O)=O.[NH:37]1[CH2:42][CH2:41][CH2:40][C@H:39]([O:43][CH2:44][CH2:45][NH:46][C:47](=[O:56])[O:48][CH2:49][C:50]2[CH:55]=[CH:54][CH:53]=[CH:52][CH:51]=2)[CH2:38]1.C(=O)([O-])[O-].[K+].[K+]. Given the product [Cl:17][C:16]1[C:7]([CH2:6][N:37]2[CH2:42][CH2:41][CH2:40][C@H:39]([O:43][CH2:44][CH2:45][NH:46][C:47](=[O:56])[O:48][CH2:49][C:50]3[CH:55]=[CH:54][CH:53]=[CH:52][CH:51]=3)[CH2:38]2)=[C:8]([C:33]([F:34])([F:35])[F:36])[CH:9]=[C:10]2[C:15]=1[NH:14][C:13](=[O:18])[N:12]([CH2:19][C:20]1[CH:25]=[C:24]([Cl:26])[CH:23]=[CH:22][C:21]=1[S:27]([CH2:30][CH3:31])(=[O:29])=[O:28])[C:11]2=[O:32], predict the reactants needed to synthesize it. (4) The reactants are: [ClH:1].C([O:5][C:6](=[O:45])[C@H:7]([N:25]1[CH2:29][CH2:28][C@H:27]([NH:30][S:31]([C:34]2[S:38][C:37]([N:39]3[CH2:43][CH2:42][CH2:41][CH2:40]3)=[N:36][CH:35]=2)(=[O:33])=[O:32])[C:26]1=[O:44])[CH2:8][C:9]1[CH:10]=[C:11]2[C:16](=[CH:17][C:18]=1[O:19][C:20]([F:23])([F:22])[F:21])[C:15]([NH2:24])=[N:14][CH:13]=[CH:12]2)CC.O. Given the product [ClH:1].[NH2:24][C:15]1[C:16]2[C:11](=[CH:10][C:9]([CH2:8][C@@H:7]([N:25]3[CH2:29][CH2:28][C@H:27]([NH:30][S:31]([C:34]4[S:38][C:37]([N:39]5[CH2:43][CH2:42][CH2:41][CH2:40]5)=[N:36][CH:35]=4)(=[O:33])=[O:32])[C:26]3=[O:44])[C:6]([OH:45])=[O:5])=[C:18]([O:19][C:20]([F:22])([F:21])[F:23])[CH:17]=2)[CH:12]=[CH:13][N:14]=1, predict the reactants needed to synthesize it.